Dataset: Retrosynthesis with 50K atom-mapped reactions and 10 reaction types from USPTO. Task: Predict the reactants needed to synthesize the given product. (1) Given the product COc1ccc(N2CCNCC2)c2sc(NC(=O)c3ccc(C)s3)nc12, predict the reactants needed to synthesize it. The reactants are: COc1ccc(N2CCN(C(=O)OCc3ccccc3)CC2)c2sc(NC(=O)c3ccc(C)s3)nc12. (2) Given the product Cc1ccccc1CN1CCC(=O)CC1, predict the reactants needed to synthesize it. The reactants are: Cc1ccccc1CBr.O=C1CCNCC1. (3) The reactants are: O=Cc1cc(Br)ccc1O.c1ccc(CN2CCNCC2)cc1. Given the product O=Cc1cc(N2CCN(Cc3ccccc3)CC2)ccc1O, predict the reactants needed to synthesize it.